The task is: Predict which catalyst facilitates the given reaction.. This data is from Catalyst prediction with 721,799 reactions and 888 catalyst types from USPTO. (1) Reactant: [NH2:1][CH2:2][CH:3]1[C:12]2[C:7](=[CH:8][C:9]([O:13][CH2:14][CH2:15][CH2:16][CH2:17][N:18]3[CH2:23][CH2:22][N:21]([C:24]4[CH:29]=[CH:28][CH:27]=[C:26]([Cl:30])[C:25]=4[Cl:31])[CH2:20][CH2:19]3)=[CH:10][CH:11]=2)[NH:6][C:5](=[O:32])[CH2:4]1.[C:33]1(=[O:39])[O:38][C:36](=[O:37])[CH2:35][CH2:34]1. Product: [Cl:31][C:25]1[C:26]([Cl:30])=[CH:27][CH:28]=[CH:29][C:24]=1[N:21]1[CH2:20][CH2:19][N:18]([CH2:17][CH2:16][CH2:15][CH2:14][O:13][C:9]2[CH:8]=[C:7]3[C:12]([CH:3]([CH2:2][NH:1][C:33](=[O:39])[CH2:34][CH2:35][C:36]([OH:38])=[O:37])[CH2:4][C:5](=[O:32])[NH:6]3)=[CH:11][CH:10]=2)[CH2:23][CH2:22]1. The catalyst class is: 1. (2) Reactant: CCN(C(C)C)C(C)C.[Cl:10][C:11]1[N:16]=[C:15]([C:17]2[NH:18][C:19]3[C:24]([CH:25]=2)=[C:23]([F:26])[CH:22]=[CH:21][CH:20]=3)[C:14]([OH:27])=[CH:13][N:12]=1.[F:28][C:29]([F:42])([F:41])[S:30](O[S:30]([C:29]([F:42])([F:41])[F:28])(=[O:32])=[O:31])(=[O:32])=[O:31]. Product: [F:28][C:29]([F:42])([F:41])[S:30]([O:27][C:14]1[C:15]([C:17]2[NH:18][C:19]3[C:24]([CH:25]=2)=[C:23]([F:26])[CH:22]=[CH:21][CH:20]=3)=[N:16][C:11]([Cl:10])=[N:12][CH:13]=1)(=[O:32])=[O:31]. The catalyst class is: 34. (3) Reactant: [NH:1]1[CH:5]=[CH:4][C:3]([C:6]([NH:8][C:9]2[CH:14]=[CH:13][C:12]([C@@H:15]3[O:20][CH2:19][CH2:18][N:17]([C:21]([O:23][C:24]([CH3:27])([CH3:26])[CH3:25])=[O:22])[CH2:16]3)=[CH:11][CH:10]=2)=[O:7])=[N:2]1.[Cl:28][C:29]1[C:34](Cl)=[N:33][CH:32]=[CH:31][N:30]=1.C(=O)([O-])[O-].[K+].[K+].O. Product: [Cl:28][C:29]1[C:34]([N:1]2[CH:5]=[CH:4][C:3]([C:6]([NH:8][C:9]3[CH:14]=[CH:13][C:12]([C@@H:15]4[O:20][CH2:19][CH2:18][N:17]([C:21]([O:23][C:24]([CH3:27])([CH3:26])[CH3:25])=[O:22])[CH2:16]4)=[CH:11][CH:10]=3)=[O:7])=[N:2]2)=[N:33][CH:32]=[CH:31][N:30]=1. The catalyst class is: 44. (4) Reactant: OC[C:3]([CH3:7])([CH2:5]O)C.[CH3:8][C:9]([CH3:11])=O.[CH3:12][CH:13](O)[CH3:14]. Product: [CH3:8][CH2:9][CH2:11][CH2:12][CH2:13][CH2:14][CH2:5][CH2:3][CH3:7]. The catalyst class is: 318. (5) Reactant: Cl[C:2]1[N:3]=[C:4]([O:21][CH3:22])[C:5]2[CH:10]=[CH:9][N:8]([C:11]3[CH:20]=[CH:19][C:14]([C:15]([O:17][CH3:18])=[O:16])=[CH:13][CH:12]=3)[C:6]=2[N:7]=1.[Cl:23][C:24]1[CH:25]=[C:26](B(O)O)[CH:27]=[CH:28][C:29]=1[O:30][CH3:31].ClCCl.C([O-])([O-])=O.[Cs+].[Cs+]. Product: [Cl:23][C:24]1[CH:25]=[C:26]([C:2]2[N:3]=[C:4]([O:21][CH3:22])[C:5]3[CH:10]=[CH:9][N:8]([C:11]4[CH:20]=[CH:19][C:14]([C:15]([O:17][CH3:18])=[O:16])=[CH:13][CH:12]=4)[C:6]=3[N:7]=2)[CH:27]=[CH:28][C:29]=1[O:30][CH3:31]. The catalyst class is: 12.